Dataset: Full USPTO retrosynthesis dataset with 1.9M reactions from patents (1976-2016). Task: Predict the reactants needed to synthesize the given product. Given the product [C:1]1([C@H:7]2[N:8]([C:14]3[CH:15]=[CH:16][C:17]4[O:18][CH2:19][C:20](=[O:24])[NH:21][C:22]=4[N:23]=3)[CH2:9][CH2:10][O:11][CH2:12]2)[CH:2]=[CH:3][CH:4]=[CH:5][CH:6]=1, predict the reactants needed to synthesize it. The reactants are: [C:1]1([C@@H:7]2[CH2:12][O:11][CH2:10][CH2:9][NH:8]2)[CH:6]=[CH:5][CH:4]=[CH:3][CH:2]=1.Br[C:14]1[CH:15]=[CH:16][C:17]2[O:18][CH2:19][C:20](=[O:24])[NH:21][C:22]=2[N:23]=1.